Dataset: Reaction yield outcomes from USPTO patents with 853,638 reactions. Task: Predict the reaction yield, written as a fraction of the theoretical maximum amount of product (1.0 means a 100% yield; for example, 0.34 means a 34% yield). (1) The reactants are [CH2:1]([O:8][C:9]1[CH:14]=[CH:13][C:12]([OH:15])=[CH:11][CH:10]=1)[C:2]1[CH:7]=[CH:6][CH:5]=[CH:4][CH:3]=1.[C:16]([C@H:20]1[CH2:24]OS(=O)(=O)[O:21]1)([CH3:19])([CH3:18])[CH3:17].C(=O)([O-])[O-].[K+].[K+].C(Cl)(=O)C. The catalyst is C(#N)C.CO. The product is [CH2:1]([O:8][C:9]1[CH:10]=[CH:11][C:12]([O:15][CH2:24][C@@H:20]([OH:21])[C:16]([CH3:19])([CH3:18])[CH3:17])=[CH:13][CH:14]=1)[C:2]1[CH:3]=[CH:4][CH:5]=[CH:6][CH:7]=1. The yield is 0.830. (2) The reactants are Cl.C(OC([N:12]1[CH2:16][CH:15]([N:17]2[CH2:22][CH2:21][O:20][CH2:19][CH2:18]2)[CH2:14][N:13]1[C:23](=[O:32])[CH2:24][C:25]1[CH:30]=[CH:29][C:28]([F:31])=[CH:27][CH:26]=1)=O)C1C=CC=CC=1. The catalyst is CO.[Pd]. The product is [F:31][C:28]1[CH:29]=[CH:30][C:25]([CH2:24][C:23]([N:13]2[CH2:14][CH:15]([N:17]3[CH2:22][CH2:21][O:20][CH2:19][CH2:18]3)[CH2:16][NH:12]2)=[O:32])=[CH:26][CH:27]=1. The yield is 0.810. (3) The reactants are C([O:3][C:4](=O)[C:5]([C:8]1[CH:13]=[CH:12][CH:11]=[CH:10][C:9]=1[Cl:14])([F:7])[F:6])C.[BH4-].[Na+]. The catalyst is C(O)C. The product is [Cl:14][C:9]1[CH:10]=[CH:11][CH:12]=[CH:13][C:8]=1[C:5]([F:6])([F:7])[CH2:4][OH:3]. The yield is 0.710.